Dataset: Full USPTO retrosynthesis dataset with 1.9M reactions from patents (1976-2016). Task: Predict the reactants needed to synthesize the given product. (1) Given the product [NH2:7][C@@H:8]1[CH2:13][CH2:12][CH2:11][N:10]([C:14]([C:16]2[CH:38]=[CH:37][C:19]3[N:20]([CH3:36])[C:21]([C:23]4[N:31]([CH2:32][CH:33]5[CH2:34][CH2:35]5)[C:26]5=[N:27][CH:28]=[CH:29][CH:30]=[C:25]5[CH:24]=4)=[N:22][C:18]=3[CH:17]=2)=[O:15])[CH2:9]1, predict the reactants needed to synthesize it. The reactants are: C(OC(=O)[NH:7][C@@H:8]1[CH2:13][CH2:12][CH2:11][N:10]([C:14]([C:16]2[CH:38]=[CH:37][C:19]3[N:20]([CH3:36])[C:21]([C:23]4[N:31]([CH2:32][CH:33]5[CH2:35][CH2:34]5)[C:26]5=[N:27][CH:28]=[CH:29][CH:30]=[C:25]5[CH:24]=4)=[N:22][C:18]=3[CH:17]=2)=[O:15])[CH2:9]1)(C)(C)C.C(O)(C(F)(F)F)=O. (2) Given the product [CH:9]([NH:12][C:13]([NH:14][CH:15]([CH3:17])[CH3:16])=[O:1])([CH3:11])[CH3:10], predict the reactants needed to synthesize it. The reactants are: [OH:1]N1C(=O)CCC1=O.[CH:9]([N:12]=[C:13]=[N:14][CH:15]([CH3:17])[CH3:16])([CH3:11])[CH3:10].N(C(OCC1C2C(=CC=CC=2)C2C1=CC=CC=2)=O)CC(O)=O. (3) Given the product [F:105][C:99]1[C:100]([F:104])=[CH:101][CH:102]=[CH:103][C:98]=1[CH2:97][S:96][C:82]1[N:81]=[C:80]([NH:8][S:5]([N:1]2[CH2:4][CH2:3][CH2:2]2)(=[O:7])=[O:6])[CH:85]=[C:84]([O:86][C@@H:87]([C@@H:89]2[CH2:93][O:92][C:91]([CH3:94])([CH3:95])[O:90]2)[CH3:88])[N:83]=1, predict the reactants needed to synthesize it. The reactants are: [N:1]1([S:5]([NH2:8])(=[O:7])=[O:6])[CH2:4][CH2:3][CH2:2]1.C1(P(C2CCCCC2)C2C=CC=CC=2C2C(C(C)C)=CC(C(C)C)=CC=2C(C)C)CCCCC1.C(=O)([O-])[O-].[Cs+].[Cs+].ClC1C=C(OC2COC(C3C=CC=CC=3)OC2)N=C(SCC2C=CC=C(F)C=2F)N=1.Cl[C:80]1[CH:85]=[C:84]([O:86][C@@H:87]([C@@H:89]2[CH2:93][O:92][C:91]([CH3:95])([CH3:94])[O:90]2)[CH3:88])[N:83]=[C:82]([S:96][CH2:97][C:98]2[CH:103]=[CH:102][CH:101]=[C:100]([F:104])[C:99]=2[F:105])[N:81]=1.[Cl-].[NH4+]. (4) The reactants are: [F:1][C:2]1[CH:7]=[CH:6][C:5]([CH:8]([OH:26])[CH2:9][CH2:10][CH2:11][C:12]([N:14]2[CH:18]([C:19]3[CH:24]=[CH:23][CH:22]=[CH:21][CH:20]=3)[CH2:17][O:16][C:15]2=[O:25])=[O:13])=[CH:4][CH:3]=1.N1C=CN=C1.[Si:32](Cl)([C:35]([CH3:38])([CH3:37])[CH3:36])([CH3:34])[CH3:33]. Given the product [Si:32]([O:26][CH:8]([C:5]1[CH:6]=[CH:7][C:2]([F:1])=[CH:3][CH:4]=1)[CH2:9][CH2:10][CH2:11][C:12]([N:14]1[CH:18]([C:19]2[CH:20]=[CH:21][CH:22]=[CH:23][CH:24]=2)[CH2:17][O:16][C:15]1=[O:25])=[O:13])([C:35]([CH3:38])([CH3:37])[CH3:36])([CH3:34])[CH3:33], predict the reactants needed to synthesize it. (5) Given the product [C:15]([O:14][C:12](=[O:13])[CH2:11][N:1]1[C:9]2[CH:8]=[CH:7][N:6]=[CH:5][C:4]=2[CH:3]=[CH:2]1)([CH3:18])([CH3:17])[CH3:16], predict the reactants needed to synthesize it. The reactants are: [NH:1]1[C:9]2[CH:8]=[CH:7][N:6]=[CH:5][C:4]=2[CH:3]=[CH:2]1.Br[CH2:11][C:12]([O:14][C:15]([CH3:18])([CH3:17])[CH3:16])=[O:13]. (6) Given the product [O:43]=[C:34]1[C:33]([CH:30]2[CH2:29][CH2:28][N:27]([C:25]([O:24][C@@H:20]([C:21]3[O:22][N:51]=[C:45]([C:46]([O:48][CH2:49][CH3:50])=[O:47])[N:44]=3)[CH2:19][C:4]3[CH:3]=[C:2]([CH3:1])[C:10]4[C:6](=[CH:7][N:8]([CH2:11][O:12][CH2:13][CH2:14][Si:15]([CH3:16])([CH3:17])[CH3:18])[N:9]=4)[CH:5]=3)=[O:26])[CH2:32][CH2:31]2)=[CH:42][C:41]2[C:36](=[CH:37][CH:38]=[CH:39][CH:40]=2)[NH:35]1, predict the reactants needed to synthesize it. The reactants are: [CH3:1][C:2]1[C:10]2[C:6](=[CH:7][N:8]([CH2:11][O:12][CH2:13][CH2:14][Si:15]([CH3:18])([CH3:17])[CH3:16])[N:9]=2)[CH:5]=[C:4]([CH2:19][C@@H:20]([O:24][C:25]([N:27]2[CH2:32][CH2:31][CH:30]([C:33]3[C:34](=[O:43])[NH:35][C:36]4[C:41]([CH:42]=3)=[CH:40][CH:39]=[CH:38][CH:37]=4)[CH2:29][CH2:28]2)=[O:26])[C:21](O)=[O:22])[CH:3]=1.[NH2:44][C:45](=[N:51]O)[C:46]([O:48][CH2:49][CH3:50])=[O:47].Cl.CN(C)CCCN=C=NCC.